Dataset: Reaction yield outcomes from USPTO patents with 853,638 reactions. Task: Predict the reaction yield, written as a fraction of the theoretical maximum amount of product (1.0 means a 100% yield; for example, 0.34 means a 34% yield). (1) The reactants are [CH3:1][N:2]1[C:14]2[CH2:13][CH2:12][CH:11]([CH2:15][N:16]3[CH:20]=[CH:19][N:18]=[C:17]3[CH3:21])[C:10](=[O:22])[C:9]=2[C:8]2[C:3]1=[CH:4][CH:5]=[CH:6][CH:7]=2.[ClH:23]. The catalyst is C(O)C.O. The product is [OH2:22].[OH2:22].[ClH:23].[CH3:1][N:2]1[C:14]2[CH2:13][CH2:12][CH:11]([CH2:15][N:16]3[CH:20]=[CH:19][N:18]=[C:17]3[CH3:21])[C:10](=[O:22])[C:9]=2[C:8]2[C:3]1=[CH:4][CH:5]=[CH:6][CH:7]=2. The yield is 0.900. (2) The yield is 0.840. The catalyst is CCC(C)=O. The product is [CH3:1][C@@H:2]1[N:23]2[CH:22]=[C:21]([C:24]([OH:26])=[O:25])[C:19]([C:7]3=[CH:8][C:9]([F:18])=[C:10]([N:11]4[CH2:16][CH2:15][N:14]([CH3:17])[CH2:13][CH2:12]4)[C:5](=[C:6]23)[O:4][CH2:3]1)=[O:20].[CH3:1][C@@H:2]1[N:23]2[CH:22]=[C:21]([C:24]([OH:26])=[O:25])[C:19]([C:7]3=[CH:8][C:9]([F:18])=[C:10]([N:11]4[CH2:16][CH2:15][N:14]([CH3:17])[CH2:13][CH2:12]4)[C:5](=[C:6]23)[O:4][CH2:3]1)=[O:20].[OH2:4]. The reactants are [CH3:1][C@@H:2]1[N:23]2[C:6]3[C:7]([C:19]([C:21]([C:24]([OH:26])=[O:25])=[CH:22]2)=[O:20])=[CH:8][C:9]([F:18])=[C:10]([N:11]2[CH2:16][CH2:15][N:14]([CH3:17])[CH2:13][CH2:12]2)[C:5]=3[O:4][CH2:3]1. (3) The product is [CH3:1][O:2][CH2:3][C@H:4]([NH2:9])[CH2:5][CH:6]([CH3:8])[CH3:7]. The reactants are [CH3:1][O:2][CH2:3][C@H:4]([N:9]1C(=O)C2C(=CC=CC=2)C1=O)[CH2:5][CH:6]([CH3:8])[CH3:7].O.NN.Cl. The catalyst is CO. The yield is 0.770.